Predict which catalyst facilitates the given reaction. From a dataset of Catalyst prediction with 721,799 reactions and 888 catalyst types from USPTO. (1) Reactant: [CH3:1][O:2][C:3]1[CH:11]=[CH:10][C:9]([C:12]2[CH:17]=[CH:16][CH:15]=[C:14]([C:18]([O:20][CH3:21])=[O:19])[CH:13]=2)=[CH:8][C:4]=1[C:5](O)=[O:6].C(N(CC)CC)C.C(Cl)(=O)OCC. Product: [OH:6][CH2:5][C:4]1[CH:8]=[C:9]([C:12]2[CH:13]=[C:14]([CH:15]=[CH:16][CH:17]=2)[C:18]([O:20][CH3:21])=[O:19])[CH:10]=[CH:11][C:3]=1[O:2][CH3:1]. The catalyst class is: 7. (2) Reactant: [CH3:1][C:2]1([CH3:9])[CH2:5][CH:4]([C:6](O)=[O:7])[CH2:3]1.C(Cl)(=O)C([Cl:13])=O. Product: [CH3:1][C:2]1([CH3:9])[CH2:5][CH:4]([C:6]([Cl:13])=[O:7])[CH2:3]1. The catalyst class is: 4. (3) Reactant: [NH2:1][C:2]1[C:3]([C:8]([OH:10])=O)=[N:4][CH:5]=[CH:6][CH:7]=1.[F:11][C:12]1([F:25])[O:17][C:16]2[CH:18]=[CH:19][C:20]([NH2:22])=[CH:21][C:15]=2[O:14][C:13]1([F:24])[F:23].C(N(C(C)C)CC)(C)C.CCN=C=NCCCN(C)C.ON1C2C=CC=CC=2N=N1. Product: [NH2:1][C:2]1[C:3]([C:8]([NH:22][C:20]2[CH:19]=[CH:18][C:16]3[O:17][C:12]([F:25])([F:11])[C:13]([F:23])([F:24])[O:14][C:15]=3[CH:21]=2)=[O:10])=[N:4][CH:5]=[CH:6][CH:7]=1. The catalyst class is: 91. (4) Reactant: [F:1][C:2]1[CH:7]=[C:6]([I:8])[CH:5]=[CH:4][C:3]=1[NH:9][C:10]1[N:15]2[CH:16]=[N:17][CH:18]=[C:14]2[CH:13]=[CH:12][C:11]=1[C:19]([OH:21])=O.[CH:22]([O:24][CH2:25][CH2:26][O:27][NH2:28])=[CH2:23].CCN=C=NCCCN(C)C.Cl.C1C=CC2N(O)N=NC=2C=1.CCN(C(C)C)C(C)C. Product: [CH:22]([O:24][CH2:25][CH2:26][O:27][NH:28][C:19]([C:11]1[CH:12]=[CH:13][C:14]2[N:15]([CH:16]=[N:17][CH:18]=2)[C:10]=1[NH:9][C:3]1[CH:4]=[CH:5][C:6]([I:8])=[CH:7][C:2]=1[F:1])=[O:21])=[CH2:23]. The catalyst class is: 3. (5) Reactant: [C:1]1([S:7]([NH2:10])(=[O:9])=[O:8])[CH:6]=[CH:5][CH:4]=[CH:3][CH:2]=1.Cl.CN(C)CCCN=C=NCC.[CH3:23][O:24][C:25]1[CH:30]=[CH:29][C:28]([C:31]2[C:39]3[C:34](=[CH:35][CH:36]=[CH:37][CH:38]=3)[N:33]([CH2:40][C:41]3[CH:46]=[CH:45][CH:44]=[C:43]([C:47]([F:50])([F:49])[F:48])[CH:42]=3)[C:32]=2[C:51](O)=[O:52])=[CH:27][CH:26]=1. Product: [CH3:23][O:24][C:25]1[CH:30]=[CH:29][C:28]([C:31]2[C:39]3[C:34](=[CH:35][CH:36]=[CH:37][CH:38]=3)[N:33]([CH2:40][C:41]3[CH:46]=[CH:45][CH:44]=[C:43]([C:47]([F:48])([F:49])[F:50])[CH:42]=3)[C:32]=2[C:51]([NH:10][S:7]([C:1]2[CH:6]=[CH:5][CH:4]=[CH:3][CH:2]=2)(=[O:9])=[O:8])=[O:52])=[CH:27][CH:26]=1. The catalyst class is: 119.